Dataset: Catalyst prediction with 721,799 reactions and 888 catalyst types from USPTO. Task: Predict which catalyst facilitates the given reaction. (1) Reactant: [BH4-].[Na+].[CH2:3]([N:6]([C:16]1[CH:21]=[CH:20][C:19]([Cl:22])=[CH:18][C:17]=1[C:23](=[O:34])[C:24]1[CH:29]=[CH:28][CH:27]=[C:26]([O:30][CH3:31])[C:25]=1[O:32][CH3:33])[C:7](=[O:15])/[CH:8]=[CH:9]/[C:10]([O:12][CH2:13][CH3:14])=[O:11])[CH:4]=[CH2:5].C(OCC)(=O)C. Product: [CH2:3]([N:6]([C:16]1[CH:21]=[CH:20][C:19]([Cl:22])=[CH:18][C:17]=1[CH:23]([C:24]1[CH:29]=[CH:28][CH:27]=[C:26]([O:30][CH3:31])[C:25]=1[O:32][CH3:33])[OH:34])[C:7](=[O:15])/[CH:8]=[CH:9]/[C:10]([O:12][CH2:13][CH3:14])=[O:11])[CH:4]=[CH2:5]. The catalyst class is: 8. (2) Reactant: [Na].[C:2]([O:9][CH3:10])(=[O:8])[CH2:3][C:4]([O:6][CH3:7])=[O:5].[F:11][C:12]1[CH:19]=[CH:18][C:15]([CH2:16]Br)=[CH:14][CH:13]=1. The catalyst class is: 5. Product: [CH3:7][O:6][C:4](=[O:5])[CH:3]([CH2:16][C:15]1[CH:18]=[CH:19][C:12]([F:11])=[CH:13][CH:14]=1)[C:2]([O:9][CH3:10])=[O:8]. (3) Reactant: [C:1]([O:5][C:6]([NH:8][C:9]1[S:13][CH:12]=[N:11][C:10]=1[C:14]([OH:16])=[O:15])=[O:7])([CH3:4])([CH3:3])[CH3:2].C1C(=O)N([Br:24])C(=O)C1. Product: [Br:24][C:12]1[S:13][C:9]([NH:8][C:6]([O:5][C:1]([CH3:4])([CH3:2])[CH3:3])=[O:7])=[C:10]([C:14]([OH:16])=[O:15])[N:11]=1. The catalyst class is: 2. (4) Reactant: [CH3:1][C:2]1[CH:7]=[CH:6][C:5]([CH3:8])=[CH:4][C:3]=1[CH2:9][S:10][C:11]1[C:16]([CH3:17])=[CH:15][CH:14]=[CH:13][N+:12]=1[O-:18].[OH:19]OS([O-])=O.[K+].[OH2:25]. Product: [CH3:1][C:2]1[CH:7]=[CH:6][C:5]([CH3:8])=[CH:4][C:3]=1[CH2:9][S:10]([C:11]1[C:16]([CH3:17])=[CH:15][CH:14]=[CH:13][N+:12]=1[O-:18])(=[O:19])=[O:25]. The catalyst class is: 5. (5) Reactant: [NH2:1][CH2:2][C:3]1[CH:4]=[C:5]2[C:9](=[CH:10][CH:11]=1)[C:8](=[O:12])[N:7]([CH:13]1[CH2:18][CH2:17][C:16](=[O:19])[NH:15][C:14]1=[O:20])[CH2:6]2.C(N(CC)CC)C.[N:28]1([C:34](Cl)=[O:35])[CH2:33][CH2:32][O:31][CH2:30][CH2:29]1. Product: [O:20]=[C:14]1[CH:13]([N:7]2[CH2:6][C:5]3[C:9](=[CH:10][CH:11]=[C:3]([CH2:2][NH:1][C:34]([N:28]4[CH2:33][CH2:32][O:31][CH2:30][CH2:29]4)=[O:35])[CH:4]=3)[C:8]2=[O:12])[CH2:18][CH2:17][C:16](=[O:19])[NH:15]1. The catalyst class is: 10. (6) Reactant: Cl[S:2]([C:5]1[CH:6]=[C:7]([CH:17]=[CH:18][CH:19]=1)[C:8]([O:10][CH2:11][CH2:12][Si:13]([CH3:16])([CH3:15])[CH3:14])=[O:9])(=[O:4])=[O:3].[CH3:20][NH:21][C:22]1[CH:31]=[CH:30][C:25]([C:26]([O:28][CH3:29])=[O:27])=[CH:24][CH:23]=1. Product: [CH3:29][O:28][C:26]([C:25]1[CH:30]=[CH:31][C:22]([N:21]([CH3:20])[S:2]([C:5]2[CH:6]=[C:7]([CH:17]=[CH:18][CH:19]=2)[C:8]([O:10][CH2:11][CH2:12][Si:13]([CH3:16])([CH3:15])[CH3:14])=[O:9])(=[O:4])=[O:3])=[CH:23][CH:24]=1)=[O:27]. The catalyst class is: 17. (7) Reactant: [CH3:1][O:2][C:3]1[CH:27]=[CH:26][C:6]([CH2:7][N:8]2[C:12]3=[N:13][CH:14]=[CH:15][C:16]([O:17][C:18]4[N:23]=[CH:22][C:21]([NH2:24])=[CH:20][CH:19]=4)=[C:11]3[C:10]([CH3:25])=[N:9]2)=[CH:5][CH:4]=1.[F:28][C:29]1[CH:34]=[CH:33][C:32]([N:35]2[C:40](=[O:41])[C:39]([C:42](O)=[O:43])=[CH:38][CH:37]=[N:36]2)=[CH:31][CH:30]=1.CCN=C=NCCCN(C)C.C(N(C(C)C)C(C)C)C. Product: [F:28][C:29]1[CH:34]=[CH:33][C:32]([N:35]2[C:40](=[O:41])[C:39]([C:42]([NH:24][C:21]3[CH:22]=[N:23][C:18]([O:17][C:16]4[CH:15]=[CH:14][N:13]=[C:12]5[N:8]([CH2:7][C:6]6[CH:5]=[CH:4][C:3]([O:2][CH3:1])=[CH:27][CH:26]=6)[N:9]=[C:10]([CH3:25])[C:11]=45)=[CH:19][CH:20]=3)=[O:43])=[CH:38][CH:37]=[N:36]2)=[CH:31][CH:30]=1. The catalyst class is: 136.